Dataset: Full USPTO retrosynthesis dataset with 1.9M reactions from patents (1976-2016). Task: Predict the reactants needed to synthesize the given product. (1) Given the product [CH3:14][C:9]1[CH:10]=[CH:11][CH:12]=[C:13]2[C:8]=1[N:7]([CH2:15][CH2:16][CH2:17][C:18]1[CH:23]=[CH:22][CH:21]=[CH:20][CH:19]=1)[CH:6]=[C:5]2[C:3]([OH:26])=[O:4], predict the reactants needed to synthesize it. The reactants are: FC(F)(F)[C:3]([C:5]1[C:13]2[C:8](=[C:9]([CH3:14])[CH:10]=[CH:11][CH:12]=2)[N:7]([CH2:15][CH2:16][CH2:17][C:18]2[CH:23]=[CH:22][CH:21]=[CH:20][CH:19]=2)[CH:6]=1)=[O:4].[OH-:26].[Na+].Cl. (2) Given the product [CH3:15][N:16]([CH3:17])[CH:18]=[C:12]([N:10]1[CH:11]=[C:7]([C:2]2[CH:3]=[CH:4][CH:5]=[CH:6][N:1]=2)[N:8]=[CH:9]1)[C:13]#[N:14], predict the reactants needed to synthesize it. The reactants are: [N:1]1[CH:6]=[CH:5][CH:4]=[CH:3][C:2]=1[C:7]1[N:8]=[CH:9][N:10]([CH2:12][C:13]#[N:14])[CH:11]=1.[CH3:15][N:16]([CH:18](OC)OC)[CH3:17]. (3) The reactants are: [Cl:1][C:2]1[CH:7]=[CH:6][CH:5]=[C:4]([NH2:8])[C:3]=1[NH:9][C:10]1[CH:15]=[CH:14][CH:13]=[CH:12][CH:11]=1.[C:16]([O:20][C:21]([NH:23][C@@H:24]([CH3:28])[C:25](O)=O)=[O:22])([CH3:19])([CH3:18])[CH3:17].C1C=NC2N(O)N=NC=2C=1.Cl.CN(C)CCCN=C=NCC.CN1CCOCC1. Given the product [C:16]([O:20][C:21](=[O:22])[NH:23][C@H:24]([C:25]1[N:9]([C:10]2[CH:11]=[CH:12][CH:13]=[CH:14][CH:15]=2)[C:3]2[C:2]([Cl:1])=[CH:7][CH:6]=[CH:5][C:4]=2[N:8]=1)[CH3:28])([CH3:19])([CH3:18])[CH3:17], predict the reactants needed to synthesize it. (4) Given the product [NH2:1][C:4]1[CH:5]=[N:6][CH:7]=[CH:8][C:9]=1[NH:10][CH2:11][C@@H:12]1[CH2:16][CH2:15][N:14]([C:17]([O:19][C:20]([CH3:23])([CH3:22])[CH3:21])=[O:18])[CH2:13]1, predict the reactants needed to synthesize it. The reactants are: [N+:1]([C:4]1[CH:5]=[N:6][CH:7]=[CH:8][C:9]=1[NH:10][CH2:11][C@@H:12]1[CH2:16][CH2:15][N:14]([C:17]([O:19][C:20]([CH3:23])([CH3:22])[CH3:21])=[O:18])[CH2:13]1)([O-])=O. (5) Given the product [OH:11][C:5]1[CH:4]=[CH:3][C:2]([CH3:1])=[CH:10][C:6]=1[C:7]([NH:18][C:17]1[CH:19]=[CH:20][C:14]([O:13][CH3:12])=[C:15]([C:21]([F:22])([F:23])[F:24])[CH:16]=1)=[O:9], predict the reactants needed to synthesize it. The reactants are: [CH3:1][C:2]1[CH:10]=[C:6]([C:7]([OH:9])=O)[C:5]([OH:11])=[CH:4][CH:3]=1.[CH3:12][O:13][C:14]1[CH:20]=[CH:19][C:17]([NH2:18])=[CH:16][C:15]=1[C:21]([F:24])([F:23])[F:22]. (6) Given the product [OH:37][CH:28]([CH:18]1[CH2:17][CH2:16][N:15]([C:21]([O:23][C:24]([CH3:26])([CH3:25])[CH3:27])=[O:22])[CH:14]([CH3:13])[C:19]1=[O:20])/[CH:29]=[CH:30]/[C:31]1[CH:36]=[CH:35][CH:34]=[CH:33][CH:32]=1, predict the reactants needed to synthesize it. The reactants are: C(NC(C)C)(C)C.C([Li])CCC.[CH3:13][CH:14]1[C:19](=[O:20])[CH2:18][CH2:17][CH2:16][N:15]1[C:21]([O:23][C:24]([CH3:27])([CH3:26])[CH3:25])=[O:22].[CH:28](=[O:37])/[CH:29]=[CH:30]/[C:31]1[CH:36]=[CH:35][CH:34]=[CH:33][CH:32]=1.